This data is from NCI-60 drug combinations with 297,098 pairs across 59 cell lines. The task is: Regression. Given two drug SMILES strings and cell line genomic features, predict the synergy score measuring deviation from expected non-interaction effect. (1) Drug 1: C1=CC(=C2C(=C1NCCNCCO)C(=O)C3=C(C=CC(=C3C2=O)O)O)NCCNCCO. Drug 2: C1=CC=C(C=C1)NC(=O)CCCCCCC(=O)NO. Cell line: SK-OV-3. Synergy scores: CSS=60.0, Synergy_ZIP=-4.70, Synergy_Bliss=-4.66, Synergy_Loewe=-24.3, Synergy_HSA=-2.54. (2) Drug 1: C1=CC=C(C(=C1)C(C2=CC=C(C=C2)Cl)C(Cl)Cl)Cl. Drug 2: CC1=C(C=C(C=C1)C(=O)NC2=CC(=CC(=C2)C(F)(F)F)N3C=C(N=C3)C)NC4=NC=CC(=N4)C5=CN=CC=C5. Cell line: NCI-H460. Synergy scores: CSS=0.979, Synergy_ZIP=-0.252, Synergy_Bliss=-0.0335, Synergy_Loewe=-0.184, Synergy_HSA=-0.554. (3) Drug 1: CC=C1C(=O)NC(C(=O)OC2CC(=O)NC(C(=O)NC(CSSCCC=C2)C(=O)N1)C(C)C)C(C)C. Drug 2: CCN(CC)CCCC(C)NC1=C2C=C(C=CC2=NC3=C1C=CC(=C3)Cl)OC. Cell line: NCIH23. Synergy scores: CSS=31.8, Synergy_ZIP=-4.71, Synergy_Bliss=1.35, Synergy_Loewe=-20.6, Synergy_HSA=1.87.